Dataset: Full USPTO retrosynthesis dataset with 1.9M reactions from patents (1976-2016). Task: Predict the reactants needed to synthesize the given product. (1) The reactants are: [CH:1]1([CH2:7][CH2:8][CH2:9][N:10]2[CH:14]=[CH:13][N:12]([C:15]3[CH:20]=[CH:19][C:18]([N+:21]([O-])=O)=[CH:17][CH:16]=3)[C:11]2=[O:24])[CH2:6][CH2:5][CH2:4][CH2:3][CH2:2]1.O.O.[Sn](Cl)(Cl)(Cl)Cl.[OH-].[Na+]. Given the product [NH2:21][C:18]1[CH:17]=[CH:16][C:15]([N:12]2[CH:13]=[CH:14][N:10]([CH2:9][CH2:8][CH2:7][CH:1]3[CH2:6][CH2:5][CH2:4][CH2:3][CH2:2]3)[C:11]2=[O:24])=[CH:20][CH:19]=1, predict the reactants needed to synthesize it. (2) The reactants are: [CH3:1][C@@H:2]1[CH2:7][CH2:6][CH2:5][NH:4][C@@H:3]1[CH2:8][OH:9].CCN(C(C)C)C(C)C.[CH3:19][C:20]1[CH:21]=[CH:22][C:23]([N:29]2[N:33]=[CH:32][CH:31]=[N:30]2)=[C:24]([CH:28]=1)[C:25](O)=[O:26].CN(C(ON1N=NC2C=CC=NC1=2)=[N+](C)C)C.F[P-](F)(F)(F)(F)F. Given the product [OH:9][CH2:8][C@@H:3]1[C@H:2]([CH3:1])[CH2:7][CH2:6][CH2:5][N:4]1[C:25]([C:24]1[CH:28]=[C:20]([CH3:19])[CH:21]=[CH:22][C:23]=1[N:29]1[N:33]=[CH:32][CH:31]=[N:30]1)=[O:26], predict the reactants needed to synthesize it. (3) Given the product [NH2:46][C@@H:34]([CH2:35][C:36]1[C:44]2[C:39](=[CH:40][CH:41]=[CH:42][CH:43]=2)[N:38]([CH3:45])[CH:37]=1)[C:33]([OH:47])=[O:16].[CH2:29]([NH:32][C:33](=[O:47])[C@@H:34]([NH:46][C:8](=[O:22])[C@@H:9]([NH:14][C:15](=[O:16])[O:21][CH2:60][CH:59]=[CH2:58])[CH2:10][CH2:11][CH2:12][CH2:13][NH:14][C:15]([O:16][C:17]([CH3:18])([CH3:19])[CH3:20])=[O:21])[CH2:35][C:36]1[C:44]2[C:39](=[CH:40][CH:41]=[CH:42][CH:43]=2)[N:38]([CH3:45])[CH:37]=1)[CH:30]=[CH2:31], predict the reactants needed to synthesize it. The reactants are: C1(C2C=CC=CC=2)C=CC=C(N[C:8](=[O:22])[CH2:9][CH2:10][CH2:11][CH2:12][CH2:13][NH:14][C:15](=[O:21])[O:16][C:17]([CH3:20])([CH3:19])[CH3:18])C=1.[CH2:29]([NH:32][C:33](=[O:47])[C@@H:34]([NH2:46])[CH2:35][C:36]1[C:44]2[C:39](=[CH:40][CH:41]=[CH:42][CH:43]=2)[N:38]([CH3:45])[CH:37]=1)[CH:30]=[CH2:31].C1(C2C=C([CH:58]=[CH:59][CH:60]=2)N)C=CC=CC=1.